Dataset: Reaction yield outcomes from USPTO patents with 853,638 reactions. Task: Predict the reaction yield, written as a fraction of the theoretical maximum amount of product (1.0 means a 100% yield; for example, 0.34 means a 34% yield). The reactants are [Cl:1][C:2]1[N:7]=[C:6](Cl)[C:5]([N:9]([CH3:14])[C:10](=[O:13])[CH:11]=[CH2:12])=[CH:4][N:3]=1.[NH2:15][CH:16]([CH3:20])[CH2:17][O:18][CH3:19].C(N(CC)CC)C. The catalyst is [O-]CC.[O-]CC.[O-]CC.[O-]CC.[Ti+4].C(Cl)Cl. The product is [Cl:1][C:2]1[N:7]=[C:6]2[C:5]([N:9]([CH3:14])[C:10](=[O:13])[CH2:11][CH2:12][N:15]2[CH:16]([CH3:20])[CH2:17][O:18][CH3:19])=[CH:4][N:3]=1. The yield is 0.180.